From a dataset of Peptide-MHC class II binding affinity with 134,281 pairs from IEDB. Regression. Given a peptide amino acid sequence and an MHC pseudo amino acid sequence, predict their binding affinity value. This is MHC class II binding data. (1) The peptide sequence is NGVVAPTLPKVIPDG. The MHC is DRB1_0101 with pseudo-sequence DRB1_0101. The binding affinity (normalized) is 0.281. (2) The peptide sequence is SHNVQGATVAVDCRP. The MHC is DRB1_1101 with pseudo-sequence DRB1_1101. The binding affinity (normalized) is 0. (3) The MHC is DRB1_0802 with pseudo-sequence DRB1_0802. The peptide sequence is GDLYIFESRAICKYA. The binding affinity (normalized) is 0.796. (4) The peptide sequence is GGQSSFYTDWYQPSQ. The MHC is DRB1_0701 with pseudo-sequence DRB1_0701. The binding affinity (normalized) is 0.0339. (5) The peptide sequence is GELQIVDKQDAAFKI. The MHC is DRB5_0101 with pseudo-sequence DRB5_0101. The binding affinity (normalized) is 0.652. (6) The peptide sequence is YRFFNKTLILLETFV. The MHC is DRB1_0101 with pseudo-sequence DRB1_0101. The binding affinity (normalized) is 0.767. (7) The peptide sequence is YKLEHPVTGCGER. The MHC is DRB1_0101 with pseudo-sequence DRB1_0101. The binding affinity (normalized) is 0.324. (8) The peptide sequence is SMPFLRKTRWTFLLS. The MHC is DRB5_0101 with pseudo-sequence DRB5_0101. The binding affinity (normalized) is 0.756. (9) The binding affinity (normalized) is 0.181. The peptide sequence is HAYYLQYKNVRPDYL. The MHC is HLA-DQA10501-DQB10301 with pseudo-sequence HLA-DQA10501-DQB10301. (10) The peptide sequence is DPWTIYAIGGSSNPT. The MHC is HLA-DPA10201-DPB10501 with pseudo-sequence HLA-DPA10201-DPB10501. The binding affinity (normalized) is 0.0479.